Predict which catalyst facilitates the given reaction. From a dataset of Catalyst prediction with 721,799 reactions and 888 catalyst types from USPTO. (1) Reactant: [NH2:1][CH2:2][CH2:3][NH:4][C:5]([C:7]1[CH:11]=[C:10]([C:12]2[CH:17]=[C:16]([O:18][C:19]3[CH:24]=[CH:23][C:22]([NH:25][C:26]([NH:28][C:29]4[CH:34]=[C:33]([CH3:35])[CH:32]=[CH:31][C:30]=4[F:36])=[O:27])=[CH:21][CH:20]=3)[CH:15]=[CH:14][N:13]=2)[NH:9][CH:8]=1)=[O:6].C(N(CC)C(C)C)(C)C.Br[CH2:47][C:48]([O:50][CH3:51])=[O:49].O. Product: [F:36][C:30]1[CH:31]=[CH:32][C:33]([CH3:35])=[CH:34][C:29]=1[NH:28][C:26]([NH:25][C:22]1[CH:23]=[CH:24][C:19]([O:18][C:16]2[CH:15]=[CH:14][N:13]=[C:12]([C:10]3[NH:9][CH:8]=[C:7]([C:5]([NH:4][CH2:3][CH2:2][NH:1][CH2:47][C:48]([O:50][CH3:51])=[O:49])=[O:6])[CH:11]=3)[CH:17]=2)=[CH:20][CH:21]=1)=[O:27]. The catalyst class is: 3. (2) Reactant: [Br-].[Br:2][CH2:3][P+](C1C=CC=CC=1)(C1C=CC=CC=1)C1C=CC=CC=1.CC(C)([O-])C.[K+].[F:29][C:30]1[CH:31]=[C:32]2[C:37](=[CH:38][CH:39]=1)[N:36]=[C:35]([CH:40]=O)[CH:34]=[CH:33]2. Product: [Br:2]/[CH:3]=[CH:40]\[C:35]1[CH:34]=[CH:33][C:32]2[C:37](=[CH:38][CH:39]=[C:30]([F:29])[CH:31]=2)[N:36]=1. The catalyst class is: 1.